Dataset: Forward reaction prediction with 1.9M reactions from USPTO patents (1976-2016). Task: Predict the product of the given reaction. (1) Given the reactants [Cl:1][C:2]1[CH:3]=[N:4][C:5]2[N:6]([N:8]=[C:9]([C:11]([OH:13])=O)[CH:10]=2)[CH:7]=1.[Cl:14][C:15]1[CH:16]=[C:17]([C:21]2[CH2:22][CH2:23][NH:24][CH2:25][CH:26]=2)[CH:18]=[CH:19][CH:20]=1, predict the reaction product. The product is: [Cl:1][C:2]1[CH:3]=[N:4][C:5]2[N:6]([N:8]=[C:9]([C:11]([N:24]3[CH2:23][CH:22]=[C:21]([C:17]4[CH:18]=[CH:19][CH:20]=[C:15]([Cl:14])[CH:16]=4)[CH2:26][CH2:25]3)=[O:13])[CH:10]=2)[CH:7]=1. (2) Given the reactants [N+:1]([C:4]1[CH:5]=[C:6]([S:16]([NH2:19])(=[O:18])=[O:17])[CH:7]=[CH:8][C:9]=1[NH:10][C@@H:11]1[CH2:15][CH2:14][NH:13][CH2:12]1)([O-:3])=[O:2].C(=O)([O-])[O-].[Na+].[Na+].Br[CH2:27][C:28]#[N:29], predict the reaction product. The product is: [C:28]([CH2:27][N:13]1[CH2:14][CH2:15][C@@H:11]([NH:10][C:9]2[CH:8]=[CH:7][C:6]([S:16]([NH2:19])(=[O:17])=[O:18])=[CH:5][C:4]=2[N+:1]([O-:3])=[O:2])[CH2:12]1)#[N:29]. (3) Given the reactants F[C:2]1[CH:3]=[C:4]([C:12]2[S:16][C:15]([NH:17][C:18](=[O:20])[CH3:19])=[N:14][C:13]=2[CH3:21])[CH:5]=[CH:6][C:7]=1[S:8]([CH3:11])(=[O:10])=[O:9].[Na+].[CH3:23][S:24]([O-:26])=[O:25].FC1C=C(C=CC=1S(C)(=O)=O)C=O, predict the reaction product. The product is: [CH3:23][S:24]([C:2]1[CH:3]=[C:4]([C:12]2[S:16][C:15]([NH:17][C:18](=[O:20])[CH3:19])=[N:14][C:13]=2[CH3:21])[CH:5]=[CH:6][C:7]=1[S:8]([CH3:11])(=[O:10])=[O:9])(=[O:26])=[O:25].